From a dataset of Catalyst prediction with 721,799 reactions and 888 catalyst types from USPTO. Predict which catalyst facilitates the given reaction. Reactant: [C:1]([C:4]1[C:12]2[C:7](=[CH:8][C:9]([F:13])=[CH:10][CH:11]=2)[N:6]([C:14]2[C:23]3[C:18](=[CH:19][CH:20]=[CH:21][CH:22]=3)[N:17]=[CH:16][CH:15]=2)[CH:5]=1)(O)=[O:2].S(Cl)([Cl:26])=O. Product: [Cl:26][C:1]([C:4]1[C:12]2[C:7](=[CH:8][C:9]([F:13])=[CH:10][CH:11]=2)[N:6]([C:14]2[C:23]3[C:18](=[CH:19][CH:20]=[CH:21][CH:22]=3)[N:17]=[CH:16][CH:15]=2)[CH:5]=1)=[O:2]. The catalyst class is: 9.